Dataset: HIV replication inhibition screening data with 41,000+ compounds from the AIDS Antiviral Screen. Task: Binary Classification. Given a drug SMILES string, predict its activity (active/inactive) in a high-throughput screening assay against a specified biological target. (1) The compound is O=C1c2ccccc2C(=O)c2c1ccc(O)c2O. The result is 0 (inactive). (2) The drug is O=S(=O)(O)CCCNC(CO)(CO)CO. The result is 0 (inactive). (3) The result is 0 (inactive). The molecule is C[N+]12CC3C(O)CC1CCC32. (4) The molecule is N=c1ccn(CCOC(=O)c2ccccc2)c(=O)[nH]1. The result is 0 (inactive). (5) The molecule is Cc1cc(Cl)ccc1NC(=O)C(=O)Cc1occc(=O)c1O. The result is 0 (inactive). (6) The compound is O=C(CCCC(=O)Nc1ccc(Cl)cc1Cl)CC(=O)c1ccc2ccccc2c1. The result is 0 (inactive). (7) The drug is CC12CCC(CC(=O)C1=C(Br)I)C2(C)C. The result is 0 (inactive).